From a dataset of Reaction yield outcomes from USPTO patents with 853,638 reactions. Predict the reaction yield, written as a fraction of the theoretical maximum amount of product (1.0 means a 100% yield; for example, 0.34 means a 34% yield). The reactants are C[O:2][C:3](=O)[CH2:4][CH2:5][C:6]1[CH:11]=[CH:10][C:9]([C:12]([C:17]2[CH:22]=[CH:21][C:20]([O:23][CH2:24][C@@H:25]([OH:28])[CH2:26][OH:27])=[C:19]([CH3:29])[CH:18]=2)([CH2:15][CH3:16])[CH2:13][CH3:14])=[CH:8][C:7]=1[CH3:30].[CH2:32]([Mg]Br)[CH3:33].[NH4+].[Cl-].[CH2:38]1COC[CH2:39]1. No catalyst specified. The product is [CH2:13]([C:12]([C:17]1[CH:22]=[CH:21][C:20]([O:23][CH2:24][C@@H:25]([OH:28])[CH2:26][OH:27])=[C:19]([CH3:29])[CH:18]=1)([C:9]1[CH:10]=[CH:11][C:6]([CH2:5][CH2:4][C:3]([CH2:32][CH3:33])([OH:2])[CH2:38][CH3:39])=[C:7]([CH3:30])[CH:8]=1)[CH2:15][CH3:16])[CH3:14]. The yield is 0.560.